This data is from Catalyst prediction with 721,799 reactions and 888 catalyst types from USPTO. The task is: Predict which catalyst facilitates the given reaction. (1) Reactant: [C:1]([OH:12])(=[O:11])[C:2]1[C:3](=[CH:7][CH:8]=[CH:9][CH:10]=1)[C:4]([OH:6])=O.C1(C)C=CC(S(O)(=O)=O)=CC=1.FC(F)(F)S(O)(=O)=O.S(=O)(=O)(O)O. Product: [C:4]1(=[O:6])[O:12][C:1](=[O:11])[C:2]2=[CH:10][CH:9]=[CH:8][CH:7]=[C:3]12. The catalyst class is: 11. (2) Reactant: [C:1](Cl)(=[O:3])[CH3:2].[C:5]([O:9][C:10](=[O:41])[N:11]([CH3:40])[CH2:12][CH2:13][N:14]([C:26](=[O:39])[CH2:27][NH:28][C:29]1[CH:38]=[CH:37][CH:36]=[C:35]2[C:30]=1[CH2:31][CH2:32][NH:33][CH2:34]2)[CH2:15][C:16]1[CH:21]=[CH:20][CH:19]=[CH:18][C:17]=1[C:22]([F:25])([F:24])[F:23])([CH3:8])([CH3:7])[CH3:6]. Product: [C:1]([N:33]1[CH2:32][CH2:31][C:30]2[C:35](=[CH:36][CH:37]=[CH:38][C:29]=2[NH:28][CH2:27][C:26]([N:14]([CH2:13][CH2:12][N:11]([CH3:40])[C:10](=[O:41])[O:9][C:5]([CH3:6])([CH3:7])[CH3:8])[CH2:15][C:16]2[CH:21]=[CH:20][CH:19]=[CH:18][C:17]=2[C:22]([F:25])([F:23])[F:24])=[O:39])[CH2:34]1)(=[O:3])[CH3:2]. The catalyst class is: 2. (3) Reactant: [Cl:1][C:2]1[S:6][C:5]([NH2:7])=[N:4][CH:3]=1.[H-].[Na+].[Cl:10][C:11]1[CH:12]=[C:13]([CH:30]=[CH:31][CH:32]=1)[CH2:14][NH:15][C:16]([C:18]1[CH:26]=[CH:25][C:21]([C:22]([O-])=[O:23])=[C:20]([N:27]=[C:28]=[S:29])[CH:19]=1)=[O:17]. Product: [Cl:10][C:11]1[CH:12]=[C:13]([CH:30]=[CH:31][CH:32]=1)[CH2:14][NH:15][C:16]([C:18]1[CH:19]=[C:20]2[C:21]([C:22](=[O:23])[N:7]([C:5]3[S:6][C:2]([Cl:1])=[CH:3][N:4]=3)[C:28](=[S:29])[NH:27]2)=[CH:25][CH:26]=1)=[O:17]. The catalyst class is: 16. (4) Reactant: C(O[C:4]([C:6]1[C:7](=[O:22])[N:8]([CH2:20][CH3:21])[C:9](=[O:19])[N:10]([C:12]2[CH:17]=[CH:16][C:15]([F:18])=[CH:14][CH:13]=2)[CH:11]=1)=[O:5])C.[Li+].[OH-].[CH3:25][O:26][C:27]1[CH:28]=[C:29]2[C:34](=[CH:35][C:36]=1[O:37][CH3:38])[N:33]=[CH:32][CH:31]=[C:30]2[O:39][C:40]1[CH:45]=[CH:44][C:43]([NH2:46])=[CH:42][C:41]=1[F:47]. Product: [CH3:25][O:26][C:27]1[CH:28]=[C:29]2[C:34](=[CH:35][C:36]=1[O:37][CH3:38])[N:33]=[CH:32][CH:31]=[C:30]2[O:39][C:40]1[CH:45]=[CH:44][C:43]([NH:46][C:4]([C:6]2[C:7](=[O:22])[N:8]([CH2:20][CH3:21])[C:9](=[O:19])[N:10]([C:12]3[CH:13]=[CH:14][C:15]([F:18])=[CH:16][CH:17]=3)[CH:11]=2)=[O:5])=[CH:42][C:41]=1[F:47]. The catalyst class is: 92. (5) Product: [CH2:15]([O:14][C:11]1[CH:12]=[CH:13][C:8]([CH2:7][C@@H:6]([NH:22][C:23](=[O:36])[CH2:24][CH2:25][CH2:26][CH2:27][CH2:28][CH2:29][C:30]2[CH:31]=[CH:32][CH:33]=[CH:34][CH:35]=2)[CH2:5][CH2:4][C:3]([OH:37])=[O:2])=[CH:9][CH:10]=1)[C:16]1[CH:17]=[CH:18][CH:19]=[CH:20][CH:21]=1. Reactant: C[O:2][C:3](=[O:37])[CH2:4][CH2:5][C@H:6]([NH:22][C:23](=[O:36])[CH2:24][CH2:25][CH2:26][CH2:27][CH2:28][CH2:29][C:30]1[CH:35]=[CH:34][CH:33]=[CH:32][CH:31]=1)[CH2:7][C:8]1[CH:13]=[CH:12][C:11]([O:14][CH2:15][C:16]2[CH:21]=[CH:20][CH:19]=[CH:18][CH:17]=2)=[CH:10][CH:9]=1.[OH-].[Na+]. The catalyst class is: 92.